From a dataset of Catalyst prediction with 721,799 reactions and 888 catalyst types from USPTO. Predict which catalyst facilitates the given reaction. (1) Reactant: [CH3:1][O:2][C:3]1[CH:4]=[CH:5][C:6]([CH2:9][OH:10])=[CH:7][CH:8]=1.[H-].[Na+].[Cl:13][C:14]([Cl:18])([Cl:17])[C:15]#[N:16]. Product: [Cl:13][C:14]([Cl:18])([Cl:17])[C:15](=[NH:16])[O:10][CH2:9][C:6]1[CH:7]=[CH:8][C:3]([O:2][CH3:1])=[CH:4][CH:5]=1. The catalyst class is: 28. (2) Reactant: [F:1][C:2]1([F:20])[CH2:7][CH2:6][N:5]([CH2:8][C:9]2[CH:14]=[CH:13][CH:12]=[CH:11][CH:10]=2)[CH2:4][CH:3]1[C:15](OCC)=[O:16].[H-].[Al+3].[Li+].[H-].[H-].[H-]. Product: [F:20][C:2]1([F:1])[CH2:7][CH2:6][N:5]([CH2:8][C:9]2[CH:10]=[CH:11][CH:12]=[CH:13][CH:14]=2)[CH2:4][CH:3]1[CH2:15][OH:16]. The catalyst class is: 1. (3) Reactant: C([NH:8][CH2:9][C:10](O)=[O:11])(OC(C)(C)C)=O.[CH3:13][O:14][C:15](=[O:24])[C:16]1[CH:21]=[CH:20][C:19]([NH:22][CH3:23])=[CH:18][CH:17]=1. Product: [CH3:13][O:14][C:15](=[O:24])[C:16]1[CH:21]=[CH:20][C:19]([N:22]([C:10](=[O:11])[CH2:9][NH2:8])[CH3:23])=[CH:18][CH:17]=1. The catalyst class is: 61. (4) Reactant: [CH3:1][O:2][C:3]1[CH:15]=[C:14]([O:16][CH3:17])[CH:13]=[CH:12][C:4]=1[CH2:5][NH:6][C:7]1[S:8][CH:9]=[CH:10][N:11]=1.C[Si](C)(C)[N-][Si](C)(C)C.[Li+].[I:28][C:29]1[CH:30]=[CH:31][C:32]([S:35](Cl)(=[O:37])=[O:36])=[N:33][CH:34]=1. Product: [CH3:1][O:2][C:3]1[CH:15]=[C:14]([O:16][CH3:17])[CH:13]=[CH:12][C:4]=1[CH2:5][N:6]([C:7]1[S:8][CH:9]=[CH:10][N:11]=1)[S:35]([C:32]1[CH:31]=[CH:30][C:29]([I:28])=[CH:34][N:33]=1)(=[O:37])=[O:36]. The catalyst class is: 7. (5) Reactant: [N+:1]([C:4]1[CH:5]=[CH:6][C:7]([O:10][CH2:11][CH2:12][N:13]([CH3:15])[CH3:14])=[N:8][CH:9]=1)([O-])=O.[H][H]. Product: [CH3:14][N:13]([CH3:15])[CH2:12][CH2:11][O:10][C:7]1[N:8]=[CH:9][C:4]([NH2:1])=[CH:5][CH:6]=1. The catalyst class is: 19. (6) Reactant: [CH:1]([N:4]1[C:12]2[C:7](=[CH:8][CH:9]=[CH:10][CH:11]=2)[C:6]([C:13]([NH:15][C@@H:16]2[CH2:20][N:19]([C:21]([O:23][C:24]([CH3:27])([CH3:26])[CH3:25])=[O:22])[C@H:18]([CH2:28]OS(C)(=O)=O)[CH2:17]2)=[O:14])=[N:5]1)([CH3:3])[CH3:2].[CH3:34][NH2:35].C(=O)([O-])O.[Na+]. Product: [CH:1]([N:4]1[C:12]2[C:7](=[CH:8][CH:9]=[CH:10][CH:11]=2)[C:6]([C:13]([NH:15][C@@H:16]2[CH2:20][N:19]([C:21]([O:23][C:24]([CH3:26])([CH3:25])[CH3:27])=[O:22])[C@H:18]([CH2:28][NH:35][CH3:34])[CH2:17]2)=[O:14])=[N:5]1)([CH3:2])[CH3:3]. The catalyst class is: 7. (7) Reactant: [NH2:1][CH2:2][C:3]1([CH2:7][NH:8][C:9]2[C:18]3[C:13](=[CH:14][CH:15]=[C:16]([C:19]([O:21]C)=[O:20])[CH:17]=3)[N:12]=[C:11]([N:23]3[CH2:29][C:28]4[CH:30]=[CH:31][CH:32]=[CH:33][C:27]=4[S:26](=[O:35])(=[O:34])[CH2:25][CH2:24]3)[CH:10]=2)[CH2:6][O:5][CH2:4]1.[OH-].[Na+]. Product: [NH2:1][CH2:2][C:3]1([CH2:7][NH:8][C:9]2[C:18]3[C:13](=[CH:14][CH:15]=[C:16]([C:19]([OH:21])=[O:20])[CH:17]=3)[N:12]=[C:11]([N:23]3[CH2:29][C:28]4[CH:30]=[CH:31][CH:32]=[CH:33][C:27]=4[S:26](=[O:35])(=[O:34])[CH2:25][CH2:24]3)[CH:10]=2)[CH2:4][O:5][CH2:6]1. The catalyst class is: 30.